Dataset: Full USPTO retrosynthesis dataset with 1.9M reactions from patents (1976-2016). Task: Predict the reactants needed to synthesize the given product. (1) Given the product [Cl:7][C:8]1[CH:9]=[C:10]([C:14]2[N:15]=[N:16][N:17]([CH:19]([CH3:24])[CH2:20][C:21]([NH:26][CH3:25])=[O:23])[N:18]=2)[CH:11]=[CH:12][CH:13]=1, predict the reactants needed to synthesize it. The reactants are: C(Cl)(=O)C(Cl)=O.[Cl:7][C:8]1[CH:9]=[C:10]([C:14]2[N:15]=[N:16][N:17]([CH:19]([CH3:24])[CH2:20][C:21]([OH:23])=O)[N:18]=2)[CH:11]=[CH:12][CH:13]=1.[CH3:25][NH2:26].C([O-])(O)=O.[Na+]. (2) Given the product [Cl:3][C:4]1[CH:5]=[C:6]([C:14]2[O:18][N:17]=[C:16]([C:19]3[CH:20]=[CH:21][CH:22]=[C:23]4[C:27]=3[NH:26][CH:25]=[C:24]4[CH2:28][CH2:29][C:30]([OH:32])=[O:31])[N:15]=2)[CH:7]=[N:8][C:9]=1[O:10][CH:11]([CH3:13])[CH3:12], predict the reactants needed to synthesize it. The reactants are: [OH-].[Na+].[Cl:3][C:4]1[CH:5]=[C:6]([C:14]2[O:18][N:17]=[C:16]([C:19]3[CH:20]=[CH:21][CH:22]=[C:23]4[C:27]=3[NH:26][CH:25]=[C:24]4[CH2:28][CH2:29][C:30]([O:32]CC)=[O:31])[N:15]=2)[CH:7]=[N:8][C:9]=1[O:10][CH:11]([CH3:13])[CH3:12].Cl. (3) Given the product [CH3:4][C:5]1([C:42]([OH:44])=[O:43])[CH2:13][C:12]2[C:7](=[CH:8][CH:9]=[CH:10][C:11]=2[NH:14][C:15](=[O:41])[CH:16]([C:21]2[CH:26]=[CH:25][C:24]([CH2:27][N:28]3[C:33](=[O:34])[CH2:32][O:31][C:30]([C:35]4[CH:36]=[CH:37][CH:38]=[CH:39][CH:40]=4)=[N:29]3)=[CH:23][CH:22]=2)[CH:17]([CH3:20])[CH2:18][CH3:19])[CH2:6]1, predict the reactants needed to synthesize it. The reactants are: O.[OH-].[Li+].[CH3:4][C:5]1([C:42]([O:44]C)=[O:43])[CH2:13][C:12]2[C:7](=[CH:8][CH:9]=[CH:10][C:11]=2[NH:14][C:15](=[O:41])[CH:16]([C:21]2[CH:26]=[CH:25][C:24]([CH2:27][N:28]3[C:33](=[O:34])[CH2:32][O:31][C:30]([C:35]4[CH:40]=[CH:39][CH:38]=[CH:37][CH:36]=4)=[N:29]3)=[CH:23][CH:22]=2)[CH:17]([CH3:20])[CH2:18][CH3:19])[CH2:6]1. (4) Given the product [CH3:1][N:2]1[C:6]2[C:7]([O:30][C@@H:31]([C@H:33]3[CH2:34][NH:35][C:36](=[O:38])[CH2:37]3)[CH3:32])=[N:8][C:9]([C:11]3[CH:16]=[N:15][C:14]([N:17]4[CH2:22][CH2:21][NH:20][CH2:19][CH2:18]4)=[CH:13][CH:12]=3)=[CH:10][C:5]=2[N:4]=[CH:3]1, predict the reactants needed to synthesize it. The reactants are: [CH3:1][N:2]1[C:6]2[C:7]([O:30][C@@H:31]([C@@H:33]3[CH2:37][C:36](=[O:38])[NH:35][CH2:34]3)[CH3:32])=[N:8][C:9]([C:11]3[CH:12]=[CH:13][C:14]([N:17]4[CH2:22][CH2:21][N:20](C(OC(C)(C)C)=O)[CH2:19][CH2:18]4)=[N:15][CH:16]=3)=[CH:10][C:5]=2[N:4]=[CH:3]1. (5) Given the product [C:24]([O:1][C:2]1[CH:3]=[C:4]([CH:5]=[CH:6][C:7]=1[O:8][CH3:9])/[CH:10]=[CH:11]/[C:12]1[O:19][C:17](=[O:18])[C:16]2[CH:20]=[CH:21][CH:22]=[CH:23][C:15]=2[N:14]=1)(=[O:26])[CH3:25], predict the reactants needed to synthesize it. The reactants are: [OH:1][C:2]1[CH:3]=[C:4](/[CH:10]=[CH:11]/[C:12]([NH:14][C:15]2[CH:23]=[CH:22][CH:21]=[CH:20][C:16]=2[C:17]([OH:19])=[O:18])=O)[CH:5]=[CH:6][C:7]=1[O:8][CH3:9].[C:24](OC(=O)C)(=[O:26])[CH3:25]. (6) Given the product [P:4]([CH2:9][CH2:10][CH2:11][CH2:12][CH2:13][CH2:14][CH2:15][CH2:16][C:17]([F:28])([F:29])[C:18]([F:26])([F:27])[C:19]([F:24])([F:25])[C:20]([F:21])([F:22])[F:23])([OH:5])([OH:6])=[O:3], predict the reactants needed to synthesize it. The reactants are: C([O:3][P:4]([CH2:9][CH2:10][CH2:11][CH2:12][CH2:13][CH2:14][CH2:15][CH2:16][C:17]([F:29])([F:28])[C:18]([F:27])([F:26])[C:19]([F:25])([F:24])[C:20]([F:23])([F:22])[F:21])([O:6]CC)=[O:5])C.Br[Si](C)(C)C. (7) Given the product [CH2:1]([S:4]([C:7]1[CH:15]=[CH:14][C:13]([NH:16][S:17]([C:20]2[S:21][CH:22]=[CH:23][CH:24]=2)(=[O:19])=[O:18])=[C:12]2[C:8]=1[CH:9]=[C:10]([C:25]([OH:27])=[O:26])[NH:11]2)(=[O:5])=[O:6])[CH2:2][CH3:3], predict the reactants needed to synthesize it. The reactants are: [CH2:1]([S:4]([C:7]1[CH:15]=[CH:14][C:13]([NH:16][S:17]([C:20]2[S:21][CH:22]=[CH:23][CH:24]=2)(=[O:19])=[O:18])=[C:12]2[C:8]=1[CH:9]=[C:10]([C:25]([O:27]CC)=[O:26])[NH:11]2)(=[O:6])=[O:5])[CH2:2][CH3:3].CO.[OH-].[K+].C(O)(=O)CC(CC(O)=O)(C(O)=O)O. (8) Given the product [NH2:11][C@:12]1([C:34]([O:36][CH3:37])=[O:35])[CH2:16][CH2:15][C@@H:14]([C:17]2[CH:18]=[CH:19][C:20]([CH2:23][CH2:24][O:25][C:26]3[CH:31]=[CH:30][CH:29]=[C:28]([O:32][CH3:33])[CH:27]=3)=[CH:21][CH:22]=2)[CH2:13]1, predict the reactants needed to synthesize it. The reactants are: C(OC([NH:11][C@:12]1([C:34]([O:36][CH3:37])=[O:35])[CH2:16][CH2:15][C@@H:14]([C:17]2[CH:22]=[CH:21][C:20]([CH2:23][CH2:24][O:25][C:26]3[CH:31]=[CH:30][CH:29]=[C:28]([O:32][CH3:33])[CH:27]=3)=[CH:19][CH:18]=2)[CH2:13]1)=O)C1C=CC=CC=1.